Dataset: Forward reaction prediction with 1.9M reactions from USPTO patents (1976-2016). Task: Predict the product of the given reaction. (1) Given the reactants [CH3:1][O:2][C:3](=[O:15])[CH2:4][C:5]1[C:13]2[C:8](=[CH:9][CH:10]=[C:11]([OH:14])[CH:12]=2)[NH:7][CH:6]=1.I[CH2:17][CH2:18][CH3:19].C(=O)([O-])[O-].[K+].[K+].C(=O)(O)[O-].[Na+], predict the reaction product. The product is: [CH3:1][O:2][C:3](=[O:15])[CH2:4][C:5]1[C:13]2[C:8](=[CH:9][CH:10]=[C:11]([O:14][CH2:17][CH2:18][CH3:19])[CH:12]=2)[NH:7][CH:6]=1. (2) Given the reactants Cl[CH2:2][CH2:3][CH2:4][CH2:5][O:6][C:7]1[CH:16]=[C:15]2[C:10]([C:11]([O:17][C:18]3[CH:23]=[CH:22][C:21]([CH3:24])=[CH:20][C:19]=3[C:25]([C:27]3[CH:32]=[CH:31][CH:30]=[CH:29][CH:28]=3)=[O:26])=[CH:12][CH:13]=[N:14]2)=[CH:9][C:8]=1[O:33][CH3:34].[N:35]1([CH:40]2[CH2:45][CH2:44][NH:43][CH2:42][CH2:41]2)[CH2:39][CH2:38][CH2:37][CH2:36]1.C(=O)([O-])[O-].[K+].[K+].O, predict the reaction product. The product is: [CH3:24][C:21]1[CH:22]=[CH:23][C:18]([O:17][C:11]2[C:10]3[C:15](=[CH:16][C:7]([O:6][CH2:5][CH2:4][CH2:3][CH2:2][N:43]4[CH2:44][CH2:45][CH:40]([N:35]5[CH2:39][CH2:38][CH2:37][CH2:36]5)[CH2:41][CH2:42]4)=[C:8]([O:33][CH3:34])[CH:9]=3)[N:14]=[CH:13][CH:12]=2)=[C:19]([C:25]([C:27]2[CH:32]=[CH:31][CH:30]=[CH:29][CH:28]=2)=[O:26])[CH:20]=1.